This data is from Reaction yield outcomes from USPTO patents with 853,638 reactions. The task is: Predict the reaction yield, written as a fraction of the theoretical maximum amount of product (1.0 means a 100% yield; for example, 0.34 means a 34% yield). The reactants are [CH3:1][O:2][C:3]([C:5]1[CH:6]=[C:7]([C:19]2[CH:24]=[CH:23][CH:22]=[C:21]([C:25]#[N:26])[CH:20]=2)[C:8]([C:15]([F:18])([F:17])[F:16])=[CH:9][C:10]=1[NH:11]C(=O)C)=[O:4].O.S(=O)(=O)(O)O. The catalyst is CO. The product is [CH3:1][O:2][C:3]([C:5]1[CH:6]=[C:7]([C:19]2[CH:24]=[CH:23][CH:22]=[C:21]([C:25]#[N:26])[CH:20]=2)[C:8]([C:15]([F:16])([F:17])[F:18])=[CH:9][C:10]=1[NH2:11])=[O:4]. The yield is 0.660.